This data is from NCI-60 drug combinations with 297,098 pairs across 59 cell lines. The task is: Regression. Given two drug SMILES strings and cell line genomic features, predict the synergy score measuring deviation from expected non-interaction effect. Drug 1: CC1OCC2C(O1)C(C(C(O2)OC3C4COC(=O)C4C(C5=CC6=C(C=C35)OCO6)C7=CC(=C(C(=C7)OC)O)OC)O)O. Drug 2: C1=CC(=CC=C1C#N)C(C2=CC=C(C=C2)C#N)N3C=NC=N3. Cell line: SW-620. Synergy scores: CSS=33.1, Synergy_ZIP=3.39, Synergy_Bliss=3.67, Synergy_Loewe=-11.6, Synergy_HSA=3.19.